This data is from Peptide-MHC class I binding affinity with 185,985 pairs from IEDB/IMGT. The task is: Regression. Given a peptide amino acid sequence and an MHC pseudo amino acid sequence, predict their binding affinity value. This is MHC class I binding data. (1) The peptide sequence is MLRKKQITV. The MHC is HLA-B35:01 with pseudo-sequence HLA-B35:01. The binding affinity (normalized) is 0.0847. (2) The peptide sequence is ELFARSSDPR. The MHC is HLA-C07:01 with pseudo-sequence HLA-C07:01. The binding affinity (normalized) is 0.0847. (3) The peptide sequence is IYYLEKANK. The MHC is HLA-A24:03 with pseudo-sequence HLA-A24:03. The binding affinity (normalized) is 0.0847. (4) The peptide sequence is HLPLSPRTLN. The MHC is Mamu-B8301 with pseudo-sequence Mamu-B8301. The binding affinity (normalized) is 0. (5) The peptide sequence is GSTAEQLSKY. The MHC is HLA-A11:01 with pseudo-sequence HLA-A11:01. The binding affinity (normalized) is 0.354. (6) The peptide sequence is AETESATLF. The MHC is HLA-A23:01 with pseudo-sequence HLA-A23:01. The binding affinity (normalized) is 0.0847. (7) The peptide sequence is SSPLFNNFYK. The MHC is HLA-A03:01 with pseudo-sequence HLA-A03:01. The binding affinity (normalized) is 0.574.